From a dataset of Peptide-MHC class II binding affinity with 134,281 pairs from IEDB. Regression. Given a peptide amino acid sequence and an MHC pseudo amino acid sequence, predict their binding affinity value. This is MHC class II binding data. (1) The peptide sequence is SQDLELSWNLSGLQAY. The MHC is HLA-DQA10101-DQB10501 with pseudo-sequence HLA-DQA10101-DQB10501. The binding affinity (normalized) is 0.558. (2) The peptide sequence is NDKFTVFEGAFNKAI. The MHC is HLA-DPA10201-DPB10501 with pseudo-sequence HLA-DPA10201-DPB10501. The binding affinity (normalized) is 0.542. (3) The peptide sequence is EKKYFAATQFIPLAA. The MHC is HLA-DPA10201-DPB10101 with pseudo-sequence HLA-DPA10201-DPB10101. The binding affinity (normalized) is 1.00.